From a dataset of Reaction yield outcomes from USPTO patents with 853,638 reactions. Predict the reaction yield, written as a fraction of the theoretical maximum amount of product (1.0 means a 100% yield; for example, 0.34 means a 34% yield). The reactants are Br[C:2]1[CH:7]=[CH:6][CH:5]=[CH:4][C:3]=1[N+:8]([O-:10])=[O:9].C([O-])(=O)C.[Na+].[Br:16][C:17]1[CH:23]=[CH:22][C:20]([NH2:21])=[CH:19][CH:18]=1. The catalyst is C(OCC)(=O)C. The product is [Br:16][C:17]1[CH:23]=[CH:22][C:20]([NH:21][C:2]2[CH:7]=[CH:6][CH:5]=[CH:4][C:3]=2[N+:8]([O-:10])=[O:9])=[CH:19][CH:18]=1. The yield is 0.220.